This data is from Forward reaction prediction with 1.9M reactions from USPTO patents (1976-2016). The task is: Predict the product of the given reaction. (1) Given the reactants FC1C=C(C=C([N:10]2[CH2:16][CH2:15][CH2:14][C:13]3[O:17][C:18]([C:20]4[CH:25]=[CH:24][CH:23]=[CH:22][N:21]=4)=[N:19][C:12]=3[CH2:11]2)C=1)C#N.Br[C:27]1[CH:32]=[CH:31][CH:30]=[C:29]([O:33][CH3:34])[N:28]=1, predict the reaction product. The product is: [CH3:34][O:33][C:29]1[N:28]=[C:27]([N:10]2[CH2:16][CH2:15][CH2:14][C:13]3[O:17][C:18]([C:20]4[CH:25]=[CH:24][CH:23]=[CH:22][N:21]=4)=[N:19][C:12]=3[CH2:11]2)[CH:32]=[CH:31][CH:30]=1. (2) Given the reactants [CH:1]12[O:8][CH:5]([CH2:6][CH2:7]1)[CH2:4][N:3]([C:9]1[N:14]=[C:13]([N:15]3[CH2:20][CH2:19][C:18](=O)[CH2:17][CH2:16]3)[N:12]=[C:11]([C:22]3[CH:27]=[CH:26][C:25]([NH:28][C:29]([NH:31][C:32]4[CH:37]=[CH:36][N:35]=[CH:34][CH:33]=4)=[O:30])=[CH:24][CH:23]=3)[N:10]=1)[CH2:2]2.C(O)(C(F)(F)F)=O.[CH3:45][N:46]1[CH2:51][CH2:50][NH:49][CH2:48][CH2:47]1, predict the reaction product. The product is: [CH:5]12[O:8][CH:1]([CH2:7][CH2:6]1)[CH2:2][N:3]([C:9]1[N:14]=[C:13]([N:15]3[CH2:20][CH2:19][CH:18]([N:49]4[CH2:50][CH2:51][N:46]([CH3:45])[CH2:47][CH2:48]4)[CH2:17][CH2:16]3)[N:12]=[C:11]([C:22]3[CH:23]=[CH:24][C:25]([NH:28][C:29]([NH:31][C:32]4[CH:37]=[CH:36][N:35]=[CH:34][CH:33]=4)=[O:30])=[CH:26][CH:27]=3)[N:10]=1)[CH2:4]2. (3) Given the reactants [I:1][C:2]1[CH:15]=[CH:14][C:5]([CH2:6][C:7]2[C:8]([OH:13])=[N:9][NH:10][C:11]=2[CH3:12])=[CH:4][CH:3]=1.[C:16]([O:19][C@@H:20]1[C@@H:26]([O:27][C:28](=[O:30])[CH3:29])[C@H:25]([O:31][C:32](=[O:34])[CH3:33])[C@@H:24]([CH2:35][O:36][C:37](=[O:39])[CH3:38])[O:23][C@@:21]1(Br)[OH:22])(=[O:18])[CH3:17], predict the reaction product. The product is: [I:1][C:2]1[CH:15]=[CH:14][C:5]([CH2:6][C:7]2[C:8]([O:13][C@:21]3([O:23][C@H:24]([CH2:35][O:36][C:37](=[O:39])[CH3:38])[C@@H:25]([O:31][C:32](=[O:34])[CH3:33])[C@H:26]([O:27][C:28](=[O:30])[CH3:29])[C@H:20]3[O:19][C:16](=[O:18])[CH3:17])[OH:22])=[N:9][NH:10][C:11]=2[CH3:12])=[CH:4][CH:3]=1. (4) Given the reactants [Br:1][C:2]1[CH:10]=[CH:9][C:8]([C:11]([O:13][CH3:14])=[O:12])=[C:7]2[C:3]=1[CH:4]=[CH:5][NH:6]2.[H-].[Na+].[CH3:17][Si:18]([CH2:21][CH2:22][O:23][CH2:24]Cl)([CH3:20])[CH3:19].[NH4+].[Cl-], predict the reaction product. The product is: [Br:1][C:2]1[CH:10]=[CH:9][C:8]([C:11]([O:13][CH3:14])=[O:12])=[C:7]2[C:3]=1[CH:4]=[CH:5][N:6]2[CH2:24][O:23][CH2:22][CH2:21][Si:18]([CH3:20])([CH3:19])[CH3:17]. (5) Given the reactants [OH:1][C:2]1[C:10]2[C:5](=[CH:6][CH:7]=[C:8]([C:11]([OH:13])=[O:12])[CH:9]=2)[NH:4][N:3]=1.Cl.[CH3:15]O, predict the reaction product. The product is: [OH:1][C:2]1[C:10]2[C:5](=[CH:6][CH:7]=[C:8]([C:11]([O:13][CH3:15])=[O:12])[CH:9]=2)[NH:4][N:3]=1.